This data is from Full USPTO retrosynthesis dataset with 1.9M reactions from patents (1976-2016). The task is: Predict the reactants needed to synthesize the given product. (1) Given the product [F:33][C:10]([F:9])([F:34])[S:11]([O:14][C:15]1[CH:20]=[C:19]([CH2:21][O:22][Si:5]([C:1]([CH3:4])([CH3:3])[CH3:2])([CH3:8])[CH3:7])[CH:18]=[C:17]([O:23][CH2:24][CH3:25])[C:16]=1[C:26]1[CH:31]=[CH:30][C:29]([F:32])=[CH:28][CH:27]=1)(=[O:13])=[O:12], predict the reactants needed to synthesize it. The reactants are: [C:1]([Si:5]([CH3:8])([CH3:7])Cl)([CH3:4])([CH3:3])[CH3:2].[F:9][C:10]([F:34])([F:33])[S:11]([O:14][C:15]1[CH:20]=[C:19]([CH2:21][OH:22])[CH:18]=[C:17]([O:23][CH2:24][CH3:25])[C:16]=1[C:26]1[CH:31]=[CH:30][C:29]([F:32])=[CH:28][CH:27]=1)(=[O:13])=[O:12].N1C=CN=C1.CN(C=O)C. (2) Given the product [CH2:1]([CH:3]1[N:12]2[C:7](=[CH:8][C:9](=[O:18])[C:10]([C:13]([OH:15])=[O:14])=[CH:11]2)[C:6]2[CH:19]=[C:20]([O:28][CH3:29])[C:21]([O:23][CH2:24][CH2:25][S:26][CH3:27])=[CH:22][C:5]=2[CH2:4]1)[CH3:2], predict the reactants needed to synthesize it. The reactants are: [CH2:1]([CH:3]1[N:12]2[C:7](=[CH:8][C:9](=[O:18])[C:10]([C:13]([O:15]CC)=[O:14])=[CH:11]2)[C:6]2[CH:19]=[C:20]([O:28][CH3:29])[C:21]([O:23][CH2:24][CH2:25][S:26][CH3:27])=[CH:22][C:5]=2[CH2:4]1)[CH3:2].O[Li].O. (3) Given the product [N+:14]([C:10]1[CH:9]=[C:8]([N:1]2[CH2:6][CH2:5][NH:4][CH2:3][CH2:2]2)[CH:13]=[CH:12][CH:11]=1)([O-:16])=[O:15], predict the reactants needed to synthesize it. The reactants are: [NH:1]1[CH2:6][CH2:5][NH:4][CH2:3][CH2:2]1.F[C:8]1[CH:9]=[C:10]([N+:14]([O-:16])=[O:15])[CH:11]=[CH:12][CH:13]=1. (4) Given the product [F:20][C:21]1[CH:22]=[CH:23][C:24]([O:30][CH2:31][C:32]2[CH:37]=[CH:36][CH:35]=[CH:34][C:33]=2[F:38])=[C:25]([C:2]2[N:7]=[CH:6][N:5]=[C:4]([NH:8][C:9]3[CH:14]=[CH:13][CH:12]=[C:11]([CH2:15][S:16]([CH3:19])(=[O:18])=[O:17])[CH:10]=3)[N:3]=2)[CH:26]=1, predict the reactants needed to synthesize it. The reactants are: Cl[C:2]1[N:7]=[CH:6][N:5]=[C:4]([NH:8][C:9]2[CH:14]=[CH:13][CH:12]=[C:11]([CH2:15][S:16]([CH3:19])(=[O:18])=[O:17])[CH:10]=2)[N:3]=1.[F:20][C:21]1[CH:22]=[CH:23][C:24]([O:30][CH2:31][C:32]2[CH:37]=[CH:36][CH:35]=[CH:34][C:33]=2[F:38])=[C:25](B(O)O)[CH:26]=1. (5) Given the product [CH3:1][N:2]1[C:10](=[O:11])[NH:9][C:8]2[C:3]1=[N:4][C:5]([CH2:12][CH2:13][C:14]1[CH:19]=[CH:18][CH:17]=[CH:16][CH:15]=1)=[N:6][CH:7]=2, predict the reactants needed to synthesize it. The reactants are: [CH3:1][N:2]1[C:10](=[O:11])[NH:9][C:8]2[C:3]1=[N:4][C:5](/[CH:12]=[CH:13]/[C:14]1[CH:19]=[CH:18][CH:17]=[CH:16][CH:15]=1)=[N:6][CH:7]=2.CN(C)C=O. (6) Given the product [CH2:8]([O:7][C:1](=[O:6])[CH:2]=[C:3]([Cl:11])[CH3:5])[CH3:9], predict the reactants needed to synthesize it. The reactants are: [C:1]([O:7][CH2:8][CH3:9])(=[O:6])[CH2:2][C:3]([CH3:5])=O.P(Cl)(Cl)(Cl)(Cl)[Cl:11]. (7) Given the product [N+:67]([O:70][CH:71]([CH2:88][O:89][N+:90]([O-:92])=[O:91])[CH2:72][O:73][CH2:74][CH2:75][C:76]([OH:78])=[O:77])([O-:69])=[O:68], predict the reactants needed to synthesize it. The reactants are: [N+](C1C=CC(C(OCCC(C)(C)CC=C)=O)=CC=1)([O-])=O.C(OCCC(OC1C=CC([N+]([O-])=O)=CC=1)=O)C=C.[N+](C1C=CC(C(OCCC(C)(C)CC(O[N+]([O-])=O)CO[N+]([O-])=O)=O)=CC=1)([O-])=O.[N+:67]([O:70][CH:71]([CH2:88][O:89][N+:90]([O-:92])=[O:91])[CH2:72][O:73][CH2:74][CH2:75][C:76]([O:78]C1C=CC([N+]([O-])=O)=CC=1)=[O:77])([O-:69])=[O:68].